From a dataset of Forward reaction prediction with 1.9M reactions from USPTO patents (1976-2016). Predict the product of the given reaction. (1) Given the reactants [Cl:1][C:2]1[CH:7]=[CH:6][C:5]([C:8]2[CH:13]=[CH:12][CH:11]=[CH:10][C:9]=2[CH:14]([NH:16][S:17]([C:20]2[CH:25]=[CH:24][CH:23]=[C:22]([O:26][CH3:27])[CH:21]=2)(=[O:19])=[O:18])[CH3:15])=[C:4](F)[CH:3]=1.C(=O)([O-])[O-].[K+].[K+], predict the reaction product. The product is: [Cl:1][C:2]1[CH:7]=[CH:6][C:5]2[C:8]3[C:9]([CH:14]([CH3:15])[N:16]([S:17]([C:20]4[CH:25]=[CH:24][CH:23]=[C:22]([O:26][CH3:27])[CH:21]=4)(=[O:19])=[O:18])[C:4]=2[CH:3]=1)=[CH:10][CH:11]=[CH:12][CH:13]=3. (2) Given the reactants [Cl:1][C:2]1[CH:3]=[C:4]([C:12]2[O:16][N:15]=[C:14]([C:17]3[CH:18]=[CH:19][C:20]4[CH:26]([CH2:27][CH2:28][C:29]([O:31]C)=O)[N:25](C(OC(C)(C)C)=O)[CH2:24][CH2:23][CH2:22][C:21]=4[CH:40]=3)[N:13]=2)[CH:5]=[CH:6][C:7]=1[O:8][CH:9]([CH3:11])[CH3:10].FC(F)(F)C(O)=O.[NH3:48], predict the reaction product. The product is: [Cl:1][C:2]1[CH:3]=[C:4]([C:12]2[O:16][N:15]=[C:14]([C:17]3[CH:18]=[CH:19][C:20]4[CH:26]([CH2:27][CH2:28][C:29]([NH2:48])=[O:31])[NH:25][CH2:24][CH2:23][CH2:22][C:21]=4[CH:40]=3)[N:13]=2)[CH:5]=[CH:6][C:7]=1[O:8][CH:9]([CH3:11])[CH3:10]. (3) Given the reactants [NH:1]1[CH2:6][CH2:5][O:4][C:3]2[N:7]=[CH:8][C:9]([C:11]3[N:12]=[C:13]([NH:20][C:21]4[CH:26]=[CH:25][C:24]([N:27]5[CH2:36][CH2:35][C:30]6(OCC[O:31]6)[CH2:29][CH2:28]5)=[C:23]([O:37][CH3:38])[CH:22]=4)[C:14]4[N:15]([CH:17]=[CH:18][N:19]=4)[CH:16]=3)=[CH:10][C:2]1=2.Cl.C(=O)(O)[O-].[Na+], predict the reaction product. The product is: [NH:1]1[CH2:6][CH2:5][O:4][C:3]2[N:7]=[CH:8][C:9]([C:11]3[N:12]=[C:13]([NH:20][C:21]4[CH:26]=[CH:25][C:24]([N:27]5[CH2:36][CH2:35][C:30](=[O:31])[CH2:29][CH2:28]5)=[C:23]([O:37][CH3:38])[CH:22]=4)[C:14]4[N:15]([CH:17]=[CH:18][N:19]=4)[CH:16]=3)=[CH:10][C:2]1=2.